Dataset: Forward reaction prediction with 1.9M reactions from USPTO patents (1976-2016). Task: Predict the product of the given reaction. (1) Given the reactants F[C:2]1[CH:3]=[C:4]([CH:7]=[CH:8][CH:9]=1)[C:5]#[N:6].[CH3:10][NH:11][CH2:12][CH2:13][OH:14], predict the reaction product. The product is: [OH:14][CH2:13][CH2:12][N:11]([C:2]1[CH:3]=[C:4]([CH:7]=[CH:8][CH:9]=1)[C:5]#[N:6])[CH3:10]. (2) Given the reactants C1(=O)NCCCCC1.[CH:9]([CH2:11][CH2:12][CH2:13][CH2:14][C:15]([O:17]C)=[O:16])=[O:10], predict the reaction product. The product is: [CH:9]([CH2:11][CH2:12][CH2:13][CH2:14][C:15]([OH:17])=[O:16])=[O:10].